This data is from Full USPTO retrosynthesis dataset with 1.9M reactions from patents (1976-2016). The task is: Predict the reactants needed to synthesize the given product. (1) Given the product [CH2:15]([O:22][CH2:23][N:24]1[C:32]2[C:31]([Cl:33])=[N:30][CH:29]=[N:28][C:27]=2[C:26]([CH2:34][N:6]([CH3:5])[C@@H:7]([C@H:10]([OH:14])[CH2:11][S:12][CH3:13])[CH2:8][OH:9])=[CH:25]1)[C:16]1[CH:17]=[CH:18][CH:19]=[CH:20][CH:21]=1, predict the reactants needed to synthesize it. The reactants are: C([BH3-])#N.[Na+].[CH3:5][NH:6][C@H:7]([C@@H:10]([OH:14])[CH2:11][S:12][CH3:13])[CH2:8][OH:9].[CH2:15]([O:22][CH2:23][N:24]1[C:32]2[C:31]([Cl:33])=[N:30][CH:29]=[N:28][C:27]=2[C:26]([CH:34]=O)=[CH:25]1)[C:16]1[CH:21]=[CH:20][CH:19]=[CH:18][CH:17]=1. (2) Given the product [F:35][C:2]1([F:1])[CH2:5][CH:4]([CH2:6][O:7][CH2:8][C:9]2[N:10]=[C:11]([NH:20][C:21]3[CH:26]=[CH:25][C:24]([N:27]4[CH:31]=[C:30]([CH3:32])[N:29]=[CH:28]4)=[C:23]([O:33][CH3:34])[CH:22]=3)[N:12]=[C:13]([C:15](=[O:17])[CH3:16])[CH:14]=2)[CH2:3]1, predict the reactants needed to synthesize it. The reactants are: [F:1][C:2]1([F:35])[CH2:5][CH:4]([CH2:6][O:7][CH2:8][C:9]2[CH:14]=[C:13]([C:15]([O:17]CC)=[CH2:16])[N:12]=[C:11]([NH:20][C:21]3[CH:26]=[CH:25][C:24]([N:27]4[CH:31]=[C:30]([CH3:32])[N:29]=[CH:28]4)=[C:23]([O:33][CH3:34])[CH:22]=3)[N:10]=2)[CH2:3]1.O.Cl. (3) Given the product [Cl:1][C:2]1[C:7]([C:8]2[CH:9]=[CH:10][CH:11]=[CH:12][CH:13]=2)=[N:6][N:5]=[C:4]2[N:14]([CH2:23][C:24]([N:32]3[CH2:33][CH2:34][CH:29]([N:28]([CH3:35])[CH3:27])[CH2:30][CH2:31]3)=[O:25])[N:15]=[C:16]([C:17]3[CH:22]=[CH:21][CH:20]=[CH:19][CH:18]=3)[C:3]=12, predict the reactants needed to synthesize it. The reactants are: [Cl:1][C:2]1[C:7]([C:8]2[CH:13]=[CH:12][CH:11]=[CH:10][CH:9]=2)=[N:6][N:5]=[C:4]2[N:14]([CH2:23][C:24](O)=[O:25])[N:15]=[C:16]([C:17]3[CH:22]=[CH:21][CH:20]=[CH:19][CH:18]=3)[C:3]=12.[CH3:27][N:28]([CH3:35])[CH:29]1[CH2:34][CH2:33][NH:32][CH2:31][CH2:30]1.C(N(C(C)C)CC)(C)C.F[P-](F)(F)(F)(F)F.N1(OC(N(C)C)=[N+](C)C)C2N=CC=CC=2N=N1.